From a dataset of Reaction yield outcomes from USPTO patents with 853,638 reactions. Predict the reaction yield, written as a fraction of the theoretical maximum amount of product (1.0 means a 100% yield; for example, 0.34 means a 34% yield). (1) The reactants are Cl.[F:2][C:3]1[CH:8]=[CH:7][C:6]([C:9](=[O:29])[CH2:10][CH2:11][CH2:12][N:13]2[CH2:28][CH2:27][C@@H:16]3[N:17]4[C:26]5[C:25]([C@@H:15]3[CH2:14]2)=[CH:24][CH:23]=[CH:22][C:21]=5[NH:20][CH2:19][CH2:18]4)=[CH:5][CH:4]=1.[BH4-].[Na+]. The catalyst is CO. The product is [F:2][C:3]1[CH:8]=[CH:7][C:6]([CH:9]([OH:29])[CH2:10][CH2:11][CH2:12][N:13]2[CH2:28][CH2:27][C@@H:16]3[N:17]4[C:26]5[C:25]([C@@H:15]3[CH2:14]2)=[CH:24][CH:23]=[CH:22][C:21]=5[NH:20][CH2:19][CH2:18]4)=[CH:5][CH:4]=1. The yield is 0.950. (2) The reactants are [H-].[Al+3].[Li+].[H-].[H-].[H-].[O:7]([CH:25]([C:29]1[CH:34]=[CH:33][N:32]=[CH:31][CH:30]=1)[CH2:26][C:27]#[N:28])[Si:8]([C:21]([CH3:24])([CH3:23])[CH3:22])([C:15]1[CH:20]=[CH:19][CH:18]=[CH:17][CH:16]=1)[C:9]1[CH:14]=[CH:13][CH:12]=[CH:11][CH:10]=1.C(OCC)(=O)C.[OH-].[Na+]. The catalyst is C(OCC)C.O. The product is [Si:8]([O:7][CH:25]([C:29]1[CH:34]=[CH:33][N:32]=[CH:31][CH:30]=1)[CH2:26][CH2:27][NH2:28])([C:21]([CH3:23])([CH3:24])[CH3:22])([C:15]1[CH:20]=[CH:19][CH:18]=[CH:17][CH:16]=1)[C:9]1[CH:10]=[CH:11][CH:12]=[CH:13][CH:14]=1. The yield is 0.178. (3) The reactants are [CH3:1][C:2]([CH3:40])([CH3:39])[C:3](=O)[CH2:4][N:5]1[C:10](=[O:11])[C:9]([CH2:12][C:13]2[CH:18]=[CH:17][C:16]([C:19]3[CH:24]=[CH:23][CH:22]=[CH:21][C:20]=3[C:25]3[NH:29][C:28](=[O:30])[O:27][N:26]=3)=[CH:15][CH:14]=2)=[C:8]([CH2:31][CH2:32][CH3:33])[N:7]2[N:34]=[C:35]([CH3:37])[N:36]=[C:6]12.Cl.[NH2:42][O:43][CH3:44].N1C=CC=CC=1.Cl. The catalyst is O.C(OCC)(=O)C. The product is [CH3:44][O:43]/[N:42]=[C:3](/[C:2]([CH3:39])([CH3:1])[CH3:40])\[CH2:4][N:5]1[C:10](=[O:11])[C:9]([CH2:12][C:13]2[CH:14]=[CH:15][C:16]([C:19]3[CH:24]=[CH:23][CH:22]=[CH:21][C:20]=3[C:25]3[NH:29][C:28](=[O:30])[O:27][N:26]=3)=[CH:17][CH:18]=2)=[C:8]([CH2:31][CH2:32][CH3:33])[N:7]2[N:34]=[C:35]([CH3:37])[N:36]=[C:6]12. The yield is 0.490.